From a dataset of Full USPTO retrosynthesis dataset with 1.9M reactions from patents (1976-2016). Predict the reactants needed to synthesize the given product. (1) Given the product [N:19]1[CH:24]=[CH:23][CH:22]=[N:21][C:20]=1[N:25]1[CH2:26][CH2:27][N:28]([C:31]2[N:36]=[CH:35][C:34]([NH:37][C:12]([C:10]3[N:11]=[C:7]([C:1]4[CH:2]=[CH:3][CH:4]=[CH:5][CH:6]=4)[O:8][C:9]=3[C:15]([F:18])([F:17])[F:16])=[O:14])=[CH:33][CH:32]=2)[CH2:29][CH2:30]1, predict the reactants needed to synthesize it. The reactants are: [C:1]1([C:7]2[O:8][C:9]([C:15]([F:18])([F:17])[F:16])=[C:10]([C:12]([OH:14])=O)[N:11]=2)[CH:6]=[CH:5][CH:4]=[CH:3][CH:2]=1.[N:19]1[CH:24]=[CH:23][CH:22]=[N:21][C:20]=1[N:25]1[CH2:30][CH2:29][N:28]([C:31]2[N:36]=[CH:35][C:34]([NH2:37])=[CH:33][CH:32]=2)[CH2:27][CH2:26]1.C(N(C(C)C)CC)(C)C.F[P-](F)(F)(F)(F)F.Br[P+](N1CCCC1)(N1CCCC1)N1CCCC1. (2) Given the product [Br:8][C:9]1[CH:15]=[C:14]([CH3:16])[C:12]([F:7])=[C:11]([I:17])[CH:10]=1, predict the reactants needed to synthesize it. The reactants are: N1C=CC=CC=1.[FH:7].[Br:8][C:9]1[CH:15]=[C:14]([CH3:16])[C:12](N)=[C:11]([I:17])[CH:10]=1.N([O-])=O.[Na+]. (3) The reactants are: C(OC(=O)[CH2:5][O:6][C@H:7]1[CH2:10][C@@H:9]([N:11]2[C:16](=[O:17])[C:15]([CH2:18][C:19]3[CH:24]=[CH:23][C:22]([C:25]4[CH:30]=[CH:29][CH:28]=[CH:27][C:26]=4[C:31]#[N:32])=[CH:21][C:20]=3[F:33])=[C:14]([CH2:34][CH2:35][CH3:36])[N:13]3[N:37]=[CH:38][N:39]=[C:12]23)[CH2:8]1)C.C[Mg]Br.Cl. Given the product [F:33][C:20]1[CH:21]=[C:22]([C:25]2[C:26]([C:31]#[N:32])=[CH:27][CH:28]=[CH:29][CH:30]=2)[CH:23]=[CH:24][C:19]=1[CH2:18][C:15]1[C:16](=[O:17])[N:11]([C@H:9]2[CH2:10][C@@H:7]([O:6][CH2:5][C:7]([OH:6])([CH3:10])[CH3:8])[CH2:8]2)[C:12]2[N:13]([N:37]=[CH:38][N:39]=2)[C:14]=1[CH2:34][CH2:35][CH3:36], predict the reactants needed to synthesize it. (4) Given the product [NH2:8][C@@H:9]1[CH2:10][CH2:11][C@@H:12]([C:15]2[CH:20]=[CH:19][CH:18]=[C:17]([F:21])[C:16]=2[F:22])[CH2:13][N:14]([C:53]2[CH:52]=[CH:57][N:56]=[CH:55][CH:54]=2)[C:23]1=[O:25], predict the reactants needed to synthesize it. The reactants are: C(OC([N:8](C(OC(C)(C)C)=O)[C@@H:9]([C:23]([OH:25])=O)[CH2:10][CH2:11][C@@H:12]([C:15]1[CH:20]=[CH:19][CH:18]=[C:17]([F:21])[C:16]=1[F:22])[CH2:13][NH2:14])=O)(C)(C)C.ClCC(C)(O)C.C(N(C(C)C)CC)(C)C.C(Cl)CCl.[CH:52]1[CH:57]=[N:56][C:55]2N(O)N=N[C:54]=2[CH:53]=1.C([O-])(O)=O.[Na+]. (5) Given the product [Cl:1][C:2]1[CH:7]=[CH:6][C:5]([CH:8]2[CH2:13][CH2:12][N:11]([CH3:14])[CH2:10][CH:9]2[O:15][CH2:19][C:20]2[CH:29]=[CH:28][C:27]3[C:22](=[CH:23][CH:24]=[CH:25][CH:26]=3)[CH:21]=2)=[CH:4][CH:3]=1, predict the reactants needed to synthesize it. The reactants are: [Cl:1][C:2]1[CH:7]=[CH:6][C:5]([CH:8]2[CH2:13][CH2:12][N:11]([CH3:14])[CH2:10][CH:9]2[OH:15])=[CH:4][CH:3]=1.[H-].[Na+].Br[CH2:19][C:20]1[CH:29]=[CH:28][C:27]2[C:22](=[CH:23][CH:24]=[CH:25][CH:26]=2)[CH:21]=1. (6) Given the product [CH2:5]([O:4][CH2:1][CH2:2][CH2:5][CH2:6][CH2:7][CH2:8][CH2:9][CH2:10][CH2:11][CH3:12])[CH2:6][CH2:7][CH2:8][CH2:9][CH2:10][CH2:11][CH2:12][CH2:13][CH3:14], predict the reactants needed to synthesize it. The reactants are: [C:1]([O:4][CH2:5][CH2:6][CH2:7][CH2:8][CH2:9][CH2:10][CH2:11]/[CH:12]=[CH:13]\[CH2:14]CC)(=O)[CH3:2]. (7) Given the product [O:5]=[C:4]1[C:3]2[CH:21]=[C:22]([C:25]([F:27])([F:26])[F:28])[CH:23]=[CH:24][C:2]=2[O:20][CH2:19][CH:7]2[CH2:8][N:9]([C:12]([O:14][C:15]([CH3:18])([CH3:17])[CH3:16])=[O:13])[CH2:10][CH2:11][N:6]12, predict the reactants needed to synthesize it. The reactants are: F[C:2]1[CH:24]=[CH:23][C:22]([C:25]([F:28])([F:27])[F:26])=[CH:21][C:3]=1[C:4]([N:6]1[CH2:11][CH2:10][N:9]([C:12]([O:14][C:15]([CH3:18])([CH3:17])[CH3:16])=[O:13])[CH2:8][CH:7]1[CH2:19][OH:20])=[O:5].[H-].[Na+].